This data is from Forward reaction prediction with 1.9M reactions from USPTO patents (1976-2016). The task is: Predict the product of the given reaction. (1) Given the reactants [Cl:1][C:2]1[CH:3]=[C:4]([CH:18]=[CH:19][C:20]=1[O:21][CH3:22])[C:5]([NH:7][C:8]1[CH:17]=[CH:16][CH:15]=[CH:14][C:9]=1[C:10]([O:12]C)=[O:11])=[O:6].CO, predict the reaction product. The product is: [Cl:1][C:2]1[CH:3]=[C:4]([CH:18]=[CH:19][C:20]=1[O:21][CH3:22])[C:5]([NH:7][C:8]1[CH:17]=[CH:16][CH:15]=[CH:14][C:9]=1[C:10]([OH:12])=[O:11])=[O:6]. (2) Given the reactants [C:1]([O:4]C)(=O)[CH3:2].[CH3:6][CH:7]([CH3:13])[CH2:8][CH2:9][C:10](=[O:12])[CH3:11].Cl, predict the reaction product. The product is: [CH3:6][CH:7]([CH3:13])[CH2:8][CH2:9][C:10](=[O:12])[CH2:11][C:1](=[O:4])[CH3:2]. (3) Given the reactants O.[OH-].[Li+:3].C[O:5][C:6](=[O:27])[C:7]1[CH:12]=[CH:11][CH:10]=[C:9]([CH2:13][N:14]2[C:19](=[O:20])[CH:18]=[CH:17][C:16]([C:21]3[CH:22]=[N:23][CH:24]=[CH:25][CH:26]=3)=[N:15]2)[CH:8]=1, predict the reaction product. The product is: [O:20]=[C:19]1[N:14]([CH2:13][C:9]2[CH:8]=[C:7]([CH:12]=[CH:11][CH:10]=2)[C:6]([O-:27])=[O:5])[N:15]=[C:16]([C:21]2[CH:22]=[N:23][CH:24]=[CH:25][CH:26]=2)[CH:17]=[CH:18]1.[Li+:3]. (4) Given the reactants [CH3:1][O:2][C:3]1[CH:4]=[C:5]2[C:9](=[CH:10][CH:11]=1)[NH:8][CH:7]=[CH:6]2.[C:12](Cl)(=[O:16])[C:13]([Cl:15])=[O:14], predict the reaction product. The product is: [CH3:1][O:2][C:3]1[CH:4]=[C:5]2[C:9](=[CH:10][CH:11]=1)[NH:8][CH:7]=[C:6]2[C:12](=[O:16])[C:13]([Cl:15])=[O:14]. (5) The product is: [CH2:1]([O:3][C:4]1[C:5]([N+:12]([O-:14])=[O:13])=[CH:6][C:7]([CH3:11])=[C:8]([N:25]2[CH2:26][CH2:27][CH:22]([CH2:21][CH2:20][S:17]([CH3:16])(=[O:19])=[O:18])[CH2:23][CH2:24]2)[CH:9]=1)[CH3:2]. Given the reactants [CH2:1]([O:3][C:4]1[CH:9]=[C:8](F)[C:7]([CH3:11])=[CH:6][C:5]=1[N+:12]([O-:14])=[O:13])[CH3:2].Cl.[CH3:16][S:17]([CH2:20][CH2:21][CH:22]1[CH2:27][CH2:26][NH:25][CH2:24][CH2:23]1)(=[O:19])=[O:18].C([O-])([O-])=O.[K+].[K+].CS(C)=O, predict the reaction product.